This data is from Full USPTO retrosynthesis dataset with 1.9M reactions from patents (1976-2016). The task is: Predict the reactants needed to synthesize the given product. (1) Given the product [F:19][C:20]([F:33])([F:32])[S:21]([O:12][C:8]1[CH:7]=[CH:6][CH:5]=[C:4]2[C:9]=1[CH:10]=[CH:11][C:2]([CH3:1])=[N:3]2)(=[O:23])=[O:22], predict the reactants needed to synthesize it. The reactants are: [CH3:1][C:2]1[CH:11]=[CH:10][C:9]2[C:8]([OH:12])=[CH:7][CH:6]=[CH:5][C:4]=2[N:3]=1.N1C=CC=CC=1.[F:19][C:20]([F:33])([F:32])[S:21](O[S:21]([C:20]([F:33])([F:32])[F:19])(=[O:23])=[O:22])(=[O:23])=[O:22].O. (2) Given the product [CH3:1][O:2][CH2:3][C:4]1[NH:5][C:6]([C:10]2[CH:31]=[C:14]([CH:13]=[CH:12][CH:11]=2)[C:15]([N:17]2[CH2:18][CH2:19][CH:20]([C:23]3[CH:24]=[CH:25][C:26]([C:27]#[N:28])=[CH:29][CH:30]=3)[CH2:21][CH2:22]2)=[O:16])=[C:7]([CH3:9])[N:8]=1, predict the reactants needed to synthesize it. The reactants are: [CH3:1][O:2][CH2:3][C:4]1[NH:5][C:6]([C:10]2[C:11](C)=[CH:12][C:13](C)=[C:14]([CH:31]=2)[C:15]([N:17]2[CH2:22][CH2:21][CH:20]([C:23]3[CH:30]=[CH:29][C:26]([C:27]#[N:28])=[CH:25][CH:24]=3)[CH2:19][CH2:18]2)=[O:16])=[C:7]([CH3:9])[N:8]=1.COCC1NC(C2C=C(C=CC=2)C(O)=O)=C(C)N=1.COCC1NC(C2C(C)=CC(C)=C(C=2)C(O)=O)=C(C)N=1. (3) Given the product [CH3:1][C:2]1[NH:6][N:5]=[C:4]([C:7]2[O:9][N:34]=[C:33]([C:35]3[CH:36]=[CH:37][C:38]([O:41][C:42]([F:43])([F:44])[F:45])=[CH:39][CH:40]=3)[N:32]=2)[CH:3]=1, predict the reactants needed to synthesize it. The reactants are: [CH3:1][C:2]1[NH:6][N:5]=[C:4]([C:7]([OH:9])=O)[CH:3]=1.CCN=C=NCCCN(C)C.C1C=CC2N(O)N=NC=2C=1.O[N:32]=[C:33]([C:35]1[CH:40]=[CH:39][C:38]([O:41][C:42]([F:45])([F:44])[F:43])=[CH:37][CH:36]=1)[NH2:34]. (4) The reactants are: [BH4-].[Na+].[C:3]1([C:9]2([CH:14]=[O:15])[CH2:13][CH2:12][CH2:11][CH2:10]2)[CH:8]=[CH:7][CH:6]=[CH:5][CH:4]=1. Given the product [C:3]1([C:9]2([CH2:14][OH:15])[CH2:13][CH2:12][CH2:11][CH2:10]2)[CH:8]=[CH:7][CH:6]=[CH:5][CH:4]=1, predict the reactants needed to synthesize it. (5) The reactants are: [CH3:1][O:2][C:3]([C:5]1[S:6][CH:7]=[CH:8][C:9]=1[N:10]([C@H:20]1[CH2:25][CH2:24][C@H:23]([OH:26])[CH2:22][CH2:21]1)[C:11]([C@H:13]1[CH2:18][CH2:17][C@H:16]([CH3:19])[CH2:15][CH2:14]1)=[O:12])=[O:4].[O:27]1[CH:32]=[CH:31][CH2:30][CH2:29][CH2:28]1.C([O-])(O)=O.[Na+]. Given the product [CH3:1][O:2][C:3]([C:5]1[S:6][CH:7]=[CH:8][C:9]=1[N:10]([C:11]([C@H:13]1[CH2:18][CH2:17][C@H:16]([CH3:19])[CH2:15][CH2:14]1)=[O:12])[C@H:20]1[CH2:21][CH2:22][C@H:23]([O:26][CH:28]2[CH2:29][CH2:30][CH2:31][CH2:32][O:27]2)[CH2:24][CH2:25]1)=[O:4], predict the reactants needed to synthesize it. (6) The reactants are: [F:1][C:2]1[CH:7]=[CH:6][C:5]([F:8])=[CH:4][C:3]=1[CH:9]1[CH2:13][CH2:12][CH2:11][N:10]1[C:14]1[CH:19]=[CH:18][N:17]2[N:20]=[CH:21][C:22]([C:23](O)=[O:24])=[C:16]2[N:15]=1.Cl.[C:27]([NH:32][NH2:33])(=[O:31])[CH:28]([CH3:30])[CH3:29].CCN(C(C)C)C(C)C.CN(C(ON1N=NC2C=CC=NC1=2)=[N+](C)C)C.F[P-](F)(F)(F)(F)F. Given the product [F:1][C:2]1[CH:7]=[CH:6][C:5]([F:8])=[CH:4][C:3]=1[CH:9]1[CH2:13][CH2:12][CH2:11][N:10]1[C:14]1[CH:19]=[CH:18][N:17]2[N:20]=[CH:21][C:22]([C:23]([NH:33][NH:32][C:27](=[O:31])[CH:28]([CH3:30])[CH3:29])=[O:24])=[C:16]2[N:15]=1, predict the reactants needed to synthesize it.